This data is from Forward reaction prediction with 1.9M reactions from USPTO patents (1976-2016). The task is: Predict the product of the given reaction. (1) The product is: [CH3:12][NH:13][CH:14]1[CH2:19][CH2:18][CH2:17][CH:16]([N:20]2[CH2:21][CH2:22][N:23]([CH3:26])[CH2:24][CH2:25]2)[CH2:15]1. Given the reactants [H-].[Al+3].[Li+].[H-].[H-].[H-].C(O[C:12](=O)[NH:13][CH:14]1[CH2:19][CH2:18][CH2:17][CH:16]([N:20]2[CH2:25][CH2:24][N:23]([CH3:26])[CH2:22][CH2:21]2)[CH2:15]1)(C)(C)C.[OH-].[Na+].O, predict the reaction product. (2) Given the reactants Cl.[S:2]1[CH:6]=[CH:5][C:4]([C:7]2[CH:8]=[C:9]3[C:14](=[CH:15][CH:16]=2)[CH2:13][NH:12][CH2:11][CH2:10]3)=[CH:3]1.[C:17]([O:20][C@@H:21]([C:23]1[N:28]=[C:27](Cl)[CH:26]=[CH:25][N:24]=1)[CH3:22])(=[O:19])[CH3:18].C(N(CC)CC)C, predict the reaction product. The product is: [C:17]([O:20][C@@H:21]([C:23]1[N:24]=[C:25]([N:12]2[CH2:11][CH2:10][C:9]3[C:14](=[CH:15][CH:16]=[C:7]([C:4]4[CH:5]=[CH:6][S:2][CH:3]=4)[CH:8]=3)[CH2:13]2)[CH:26]=[CH:27][N:28]=1)[CH3:22])(=[O:19])[CH3:18]. (3) Given the reactants [Br:1][C:2]1[S:6][C:5]([C:7]([O:9]CC)=O)=[N:4][N:3]=1.[NH4+:12].[OH-], predict the reaction product. The product is: [Br:1][C:2]1[S:6][C:5]([C:7]([NH2:12])=[O:9])=[N:4][N:3]=1.